Dataset: Forward reaction prediction with 1.9M reactions from USPTO patents (1976-2016). Task: Predict the product of the given reaction. (1) Given the reactants [NH2:1][C:2]1[N:3]([CH3:22])[C:4](=[O:21])[C:5]([C:14]2[CH:15]=[C:16]([CH:19]=[O:20])[NH:17][CH:18]=2)([C:7]2[CH:12]=[CH:11][CH:10]=[C:9]([Br:13])[CH:8]=2)[N:6]=1.C(=O)([O-])[O-].[Cs+].[Cs+].I[CH2:30][CH3:31], predict the reaction product. The product is: [NH2:1][C:2]1[N:3]([CH3:22])[C:4](=[O:21])[C:5]([C:14]2[CH:15]=[C:16]([CH:19]=[O:20])[N:17]([CH2:30][CH3:31])[CH:18]=2)([C:7]2[CH:12]=[CH:11][CH:10]=[C:9]([Br:13])[CH:8]=2)[N:6]=1. (2) The product is: [Cl:13][C:3]1[CH:4]=[C:5]([CH2:8][CH2:9][NH2:10])[CH:6]=[CH:7][C:2]=1[Cl:1]. Given the reactants [Cl:1][C:2]1[CH:7]=[CH:6][C:5]([CH:8]=[CH:9][N+:10]([O-])=O)=[CH:4][C:3]=1[Cl:13].[Li+].[BH4-].Cl[Si](C)(C)C, predict the reaction product. (3) Given the reactants [C:1]1([CH2:11][N:12]2[C:16]3[CH:17]=[CH:18][CH:19]=[CH:20][C:15]=3[NH:14][C:13]2=[O:21])[C:10]2[C:5](=[CH:6][CH:7]=[CH:8][CH:9]=2)[CH:4]=[CH:3][CH:2]=1.[H-].[Na+].Br[CH2:25][C:26]1[CH:27]=[C:28]([CH:33]=[CH:34][CH:35]=1)[C:29]([O:31][CH3:32])=[O:30], predict the reaction product. The product is: [CH3:32][O:31][C:29](=[O:30])[C:28]1[CH:33]=[CH:34][CH:35]=[C:26]([CH2:25][N:14]2[C:15]3[CH:20]=[CH:19][CH:18]=[CH:17][C:16]=3[N:12]([CH2:11][C:1]3[C:10]4[C:5](=[CH:6][CH:7]=[CH:8][CH:9]=4)[CH:4]=[CH:3][CH:2]=3)[C:13]2=[O:21])[CH:27]=1. (4) The product is: [CH:33]([C:30]1[CH:29]=[CH:28][C:27]([N:26]2[C:25](=[O:37])[C:24]3[C:19](=[CH:20][CH:21]=[CH:22][CH:23]=3)[N:18]=[C:17]2[C:14]2[CH:15]=[N:16][CH:11]=[C:12]([C:1]3[CH:6]=[CH:5][CH:4]=[CH:3][CH:2]=3)[CH:13]=2)=[CH:32][CH:31]=1)([CH2:35][CH3:36])[CH3:34]. Given the reactants [C:1]1(B(O)O)[CH:6]=[CH:5][CH:4]=[CH:3][CH:2]=1.Br[C:11]1[N:16]=[CH:15][C:14]([C:17]2[N:26]([C:27]3[CH:32]=[CH:31][C:30]([CH:33]([CH2:35][CH3:36])[CH3:34])=[CH:29][CH:28]=3)[C:25](=[O:37])[C:24]3[C:19](=[CH:20][CH:21]=[CH:22][CH:23]=3)[N:18]=2)=[CH:13][CH:12]=1, predict the reaction product.